Dataset: NCI-60 drug combinations with 297,098 pairs across 59 cell lines. Task: Regression. Given two drug SMILES strings and cell line genomic features, predict the synergy score measuring deviation from expected non-interaction effect. (1) Drug 1: CCCS(=O)(=O)NC1=C(C(=C(C=C1)F)C(=O)C2=CNC3=C2C=C(C=N3)C4=CC=C(C=C4)Cl)F. Drug 2: C1CCC(CC1)NC(=O)N(CCCl)N=O. Cell line: 786-0. Synergy scores: CSS=47.6, Synergy_ZIP=6.77, Synergy_Bliss=8.52, Synergy_Loewe=5.65, Synergy_HSA=9.03. (2) Drug 1: CC1=CC=C(C=C1)C2=CC(=NN2C3=CC=C(C=C3)S(=O)(=O)N)C(F)(F)F. Drug 2: CCC1=C2CN3C(=CC4=C(C3=O)COC(=O)C4(CC)O)C2=NC5=C1C=C(C=C5)O. Cell line: CAKI-1. Synergy scores: CSS=38.6, Synergy_ZIP=8.21, Synergy_Bliss=8.24, Synergy_Loewe=-21.0, Synergy_HSA=4.86. (3) Drug 1: C1=NC2=C(N1)C(=S)N=CN2. Drug 2: CC1C(C(CC(O1)OC2CC(CC3=C2C(=C4C(=C3O)C(=O)C5=C(C4=O)C(=CC=C5)OC)O)(C(=O)CO)O)N)O.Cl. Cell line: SW-620. Synergy scores: CSS=39.1, Synergy_ZIP=-3.49, Synergy_Bliss=-5.82, Synergy_Loewe=-2.30, Synergy_HSA=-1.47.